From a dataset of Catalyst prediction with 721,799 reactions and 888 catalyst types from USPTO. Predict which catalyst facilitates the given reaction. Reactant: [C:1]1([C:7]([CH:9]2[CH2:14][CH2:13][CH2:12][CH2:11][CH2:10]2)=O)[CH:6]=[CH:5][CH:4]=[CH:3][CH:2]=1.[Li][CH2:16]CCC.O. Product: [CH:9]1([C:7]([C:1]2[CH:2]=[CH:3][CH:4]=[CH:5][CH:6]=2)=[CH2:16])[CH2:10][CH2:11][CH2:12][CH2:13][CH2:14]1. The catalyst class is: 307.